From a dataset of Forward reaction prediction with 1.9M reactions from USPTO patents (1976-2016). Predict the product of the given reaction. (1) Given the reactants [NH:1]1[CH2:6][CH2:5][O:4][CH2:3][CH2:2]1.Cl[CH2:8][C:9](=[O:15])[CH2:10][C:11]([O:13][CH3:14])=[O:12].O.Cl, predict the reaction product. The product is: [N:1]1([CH2:8][C:9](=[O:15])[CH2:10][C:11]([O:13][CH3:14])=[O:12])[CH2:6][CH2:5][O:4][CH2:3][CH2:2]1. (2) Given the reactants Cl[C:2]1[N:7]=[CH:6][N:5]=[C:4]([NH:8][C:9]2[CH:14]=[CH:13][C:12]([O:15][C:16]3[CH:21]=[CH:20][CH:19]=[CH:18][CH:17]=3)=[CH:11][CH:10]=2)[CH:3]=1.[CH2:22]([CH2:24][NH2:25])[OH:23].CCN(C(C)C)C(C)C, predict the reaction product. The product is: [O:15]([C:12]1[CH:13]=[CH:14][C:9]([NH:8][C:4]2[N:5]=[CH:6][N:7]=[C:2]([NH:25][CH2:24][CH2:22][OH:23])[CH:3]=2)=[CH:10][CH:11]=1)[C:16]1[CH:21]=[CH:20][CH:19]=[CH:18][CH:17]=1. (3) Given the reactants [C:1]([C:3]1[CH:8]=[CH:7][C:6]([N:9]2[C:13]([C:14]3[CH:19]=[CH:18][C:17](SC)=[CH:16][CH:15]=3)=[CH:12][CH:11]=[C:10]2[CH2:22][CH2:23][C:24]([O:26][CH2:27][CH3:28])=[O:25])=[C:5]([CH3:29])[CH:4]=1)#[N:2].O[O:31][S:32]([O-:34])=O.[K+].[CH3:36]O, predict the reaction product. The product is: [C:1]([C:3]1[CH:8]=[CH:7][C:6]([N:9]2[C:13]([C:14]3[CH:19]=[CH:18][C:17]([S:32]([CH3:36])(=[O:34])=[O:31])=[CH:16][CH:15]=3)=[CH:12][CH:11]=[C:10]2[CH2:22][CH2:23][C:24]([O:26][CH2:27][CH3:28])=[O:25])=[C:5]([CH3:29])[CH:4]=1)#[N:2]. (4) Given the reactants [Cl:1][C:2]1[CH:3]=[C:4]([CH2:31][C:32]([O:34]CC)=[O:33])[CH:5]=[CH:6][C:7]=1[N:8]1[C:16](=[O:17])[C:15]2[C:14]([O:18][CH2:19][CH3:20])=[C:13]3[CH:21]=[CH:22][CH:23]=[CH:24][C:12]3=[C:11]([O:25][CH2:26][CH:27]([F:29])[F:28])[C:10]=2[C:9]1=[O:30].C(O)(=O)C.Cl, predict the reaction product. The product is: [Cl:1][C:2]1[CH:3]=[C:4]([CH2:31][C:32]([OH:34])=[O:33])[CH:5]=[CH:6][C:7]=1[N:8]1[C:16](=[O:17])[C:15]2[C:14]([O:18][CH2:19][CH3:20])=[C:13]3[CH:21]=[CH:22][CH:23]=[CH:24][C:12]3=[C:11]([O:25][CH2:26][CH:27]([F:29])[F:28])[C:10]=2[C:9]1=[O:30]. (5) Given the reactants [Li+].[CH2:2]([O:9][C:10]1[CH:15]=[CH:14][C:13]([N:16]2[CH2:21][CH2:20][N:19]([CH2:22][CH2:23][C:24]([O-])=[O:25])[CH2:18][CH2:17]2)=[CH:12][CH:11]=1)[C:3]1[CH:8]=[CH:7][CH:6]=[CH:5][CH:4]=1.C(N(C(C)C)CC)(C)C.F[P-](F)(F)(F)(F)F.CN(C)C(ON1C2C=CC=CC=2N=N1)=[N+](C)C.Cl.[N+:61]([C:64]1[CH:69]=[CH:68][C:67]([NH:70][CH:71]2[CH2:76][CH2:75][NH:74][CH2:73][CH2:72]2)=[CH:66][C:65]=1[C:77]([F:80])([F:79])[F:78])([O-:63])=[O:62], predict the reaction product. The product is: [CH2:2]([O:9][C:10]1[CH:15]=[CH:14][C:13]([N:16]2[CH2:21][CH2:20][N:19]([CH2:22][CH2:23][C:24]([N:74]3[CH2:75][CH2:76][CH:71]([NH:70][C:67]4[CH:68]=[CH:69][C:64]([N+:61]([O-:63])=[O:62])=[C:65]([C:77]([F:78])([F:79])[F:80])[CH:66]=4)[CH2:72][CH2:73]3)=[O:25])[CH2:18][CH2:17]2)=[CH:12][CH:11]=1)[C:3]1[CH:4]=[CH:5][CH:6]=[CH:7][CH:8]=1. (6) Given the reactants [CH2:1]([N:4]([CH2:23][C:24]1[CH:29]=[CH:28][C:27]([Cl:30])=[CH:26][CH:25]=1)[C:5](=[O:22])[O:6][CH2:7][C@H:8]([NH:15][C:16](=[O:21])[CH2:17][CH2:18][CH:19]=C)[C:9]1[CH:14]=[CH:13][CH:12]=[CH:11][CH:10]=1)[CH:2]=C.CO.C(Cl)Cl, predict the reaction product. The product is: [Cl:30][C:27]1[CH:28]=[CH:29][C:24]([CH2:23][N:4]2[CH2:1][CH:2]=[CH:19][CH2:18][CH2:17][C:16](=[O:21])[NH:15][C@H:8]([C:9]3[CH:14]=[CH:13][CH:12]=[CH:11][CH:10]=3)[CH2:7][O:6][C:5]2=[O:22])=[CH:25][CH:26]=1. (7) Given the reactants [NH2:1][C:2]1[CH:3]=[CH:4][C:5]([O:29][CH3:30])=[C:6]([CH:28]=1)[CH2:7][N:8]1[CH2:13][CH2:12][C:11](=[O:14])[CH:10]([CH:15]([C:22]2[CH:27]=[CH:26][CH:25]=[CH:24][CH:23]=2)[C:16]2[CH:21]=[CH:20][CH:19]=[CH:18][CH:17]=2)[CH2:9]1.N1C=CC=CC=1.[CH2:37]([S:40](Cl)(=[O:42])=[O:41])[CH2:38][CH3:39], predict the reaction product. The product is: [CH:15]([CH:10]1[C:11](=[O:14])[CH2:12][CH2:13][N:8]([CH2:7][C:6]2[CH:28]=[C:2]([NH:1][S:40]([CH2:37][CH2:38][CH3:39])(=[O:42])=[O:41])[CH:3]=[CH:4][C:5]=2[O:29][CH3:30])[CH2:9]1)([C:22]1[CH:27]=[CH:26][CH:25]=[CH:24][CH:23]=1)[C:16]1[CH:21]=[CH:20][CH:19]=[CH:18][CH:17]=1.